This data is from Catalyst prediction with 721,799 reactions and 888 catalyst types from USPTO. The task is: Predict which catalyst facilitates the given reaction. Reactant: [N+](C1C=CC([C:8]([O:10][C@@H:11]2[CH2:27][C@@H:26]3[C@@:14]([CH3:36])([C@@H:15]4[C@@H:23]([CH2:24][CH2:25]3)[C@:22]3([OH:28])[C@@:18]([CH3:35])([C@@H:19]([C:29]5[CH2:30][O:31][C:32](=[O:34])[CH:33]=5)[CH2:20][CH2:21]3)[CH2:17][CH2:16]4)[CH2:13][CH2:12]2)=[O:9])=CC=1)([O-])=O.[NH:39]1[CH2:44][CH2:43][NH:42][CH2:41][CH2:40]1. Product: [N:39]1([C:8]([O:10][C@@H:11]2[CH2:27][C@@H:26]3[C@@:14]([CH3:36])([C@@H:15]4[C@@H:23]([CH2:24][CH2:25]3)[C@:22]3([OH:28])[C@@:18]([CH3:35])([C@@H:19]([C:29]5[CH2:30][O:31][C:32](=[O:34])[CH:33]=5)[CH2:20][CH2:21]3)[CH2:17][CH2:16]4)[CH2:13][CH2:12]2)=[O:9])[CH2:44][CH2:43][NH:42][CH2:41][CH2:40]1. The catalyst class is: 2.